Predict the product of the given reaction. From a dataset of Forward reaction prediction with 1.9M reactions from USPTO patents (1976-2016). Given the reactants [C:1]1([C:7](=O)[CH2:8][C:9]2[CH:14]=[CH:13][CH:12]=[CH:11][CH:10]=2)[CH:6]=[CH:5][CH:4]=[CH:3][CH:2]=1.[CH:16]([C:18]1[C:19]([OH:26])=[C:20]([CH:23]=[CH:24][CH:25]=1)[C:21]#[N:22])=O.[NH2:27][C:28]([NH2:30])=[O:29], predict the reaction product. The product is: [OH:26][C:19]1[C:18]([CH:16]2[C:8]([C:9]3[CH:14]=[CH:13][CH:12]=[CH:11][CH:10]=3)=[C:7]([C:1]3[CH:6]=[CH:5][CH:4]=[CH:3][CH:2]=3)[NH:30][C:28](=[O:29])[NH:27]2)=[CH:25][CH:24]=[CH:23][C:20]=1[C:21]#[N:22].